From a dataset of Forward reaction prediction with 1.9M reactions from USPTO patents (1976-2016). Predict the product of the given reaction. (1) Given the reactants [C:1]([O:5][CH2:6][C:7]([OH:9])=O)([CH3:4])([CH3:3])[CH3:2].P(Cl)(OCC)(OCC)=O.C(N(CC)CC)C.[NH2:26][C:27]1[CH:28]=[C:29]2[C:33](=[CH:34][C:35]=1[Br:36])[C:32](=[O:37])[CH2:31][CH2:30]2, predict the reaction product. The product is: [C:1]([O:5][CH2:6][C:7]([NH:26][C:27]1[CH:28]=[C:29]2[C:33](=[CH:34][C:35]=1[Br:36])[C:32](=[O:37])[CH2:31][CH2:30]2)=[O:9])([CH3:2])([CH3:3])[CH3:4]. (2) Given the reactants [CH:1]1[C:13]2[CH:12]([CH2:14][O:15][C:16]([NH:18][C@@H:19]([CH2:23][C:24]3[CH:33]=[CH:32][C:31]4[C:26](=[CH:27][CH:28]=[CH:29][CH:30]=4)[CH:25]=3)[C:20](O)=[O:21])=[O:17])[C:11]3[C:6](=[CH:7][CH:8]=[CH:9][CH:10]=3)[C:5]=2[CH:4]=[CH:3][CH:2]=1.[F:34][C:35]1[CH:41]=[C:40]([I:42])[CH:39]=[CH:38][C:36]=1[NH2:37].C1(P(C2C=CC=CC=2)C2C=CC=CC=2)C=CC=CC=1.N1C=CC=CC=1.BrN1C(=O)CCC1=O, predict the reaction product. The product is: [CH:10]1[C:11]2[CH:12]([CH2:14][O:15][C:16](=[O:17])[NH:18][C@H:19]([C:20](=[O:21])[NH:37][C:36]3[CH:38]=[CH:39][C:40]([I:42])=[CH:41][C:35]=3[F:34])[CH2:23][C:24]3[CH:33]=[CH:32][C:31]4[C:26](=[CH:27][CH:28]=[CH:29][CH:30]=4)[CH:25]=3)[C:13]3[C:5](=[CH:4][CH:3]=[CH:2][CH:1]=3)[C:6]=2[CH:7]=[CH:8][CH:9]=1. (3) Given the reactants [Cl:1][C:2]1[CH:7]=[CH:6][C:5]([N:8]2[CH:12]=[C:11]([C:13]#[N:14])[N:10]=[N:9]2)=[C:4]([C:15]2[CH:20]=[C:19]([O:21]C)[N:18]=[CH:17][N:16]=2)[C:3]=1[F:23].[Si](I)(C)(C)C.[O-]S([O-])(=S)=O.[Na+].[Na+], predict the reaction product. The product is: [Cl:1][C:2]1[CH:7]=[CH:6][C:5]([N:8]2[CH:12]=[C:11]([C:13]#[N:14])[N:10]=[N:9]2)=[C:4]([C:15]2[CH:20]=[C:19]([OH:21])[N:18]=[CH:17][N:16]=2)[C:3]=1[F:23]. (4) Given the reactants [N+:1]([C:4]1[S:8][CH:7]=[C:6]([C:9]([N:11]([C:17]2[CH:22]=[CH:21][CH:20]=[CH:19][CH:18]=2)[CH2:12][C:13]([F:16])([F:15])[F:14])=[O:10])[CH:5]=1)([O-])=O.[Cl-].[NH4+], predict the reaction product. The product is: [NH2:1][C:4]1[S:8][CH:7]=[C:6]([C:9]([N:11]([C:17]2[CH:22]=[CH:21][CH:20]=[CH:19][CH:18]=2)[CH2:12][C:13]([F:16])([F:14])[F:15])=[O:10])[CH:5]=1. (5) Given the reactants [CH3:1][C:2]1(C)S[C@@H]2[C@H](NC([C@H](N)C3C=CC=CC=3)=O)C(=O)N2[C@H:3]1[C:21]([OH:23])=[O:22].CC(S[C@@H]1[O:34][C@H](CO)[C@H](O)[C@H](O)[C@H]1O)C.[Si]([CH:44]=[N+:45]=[N-])(C)(C)C, predict the reaction product. The product is: [OH:34][C@H:2]([CH2:1][C:44]#[N:45])[CH2:3][C:21]([OH:23])=[O:22]. (6) Given the reactants [N:1]([C:4]1[CH:12]=[CH:11][C:7]2[NH:8][CH:9]=[N:10][C:6]=2[CH:5]=1)=[C:2]=[S:3].[CH3:13][O:14][C:15]1[CH:20]=[CH:19][C:18]([C@@H:21]([NH2:23])[CH3:22])=[CH:17][CH:16]=1, predict the reaction product. The product is: [NH:8]1[C:7]2[CH:11]=[CH:12][C:4]([NH:1][C:2]([NH:23][C@H:21]([C:18]3[CH:19]=[CH:20][C:15]([O:14][CH3:13])=[CH:16][CH:17]=3)[CH3:22])=[S:3])=[CH:5][C:6]=2[N:10]=[CH:9]1. (7) Given the reactants [Si]([O:8][CH2:9][C@@H:10]([NH:15][C:16]([C:18]1[N:19]=[C:20]([N:23]2[CH2:26][CH:25]([S:27][C:28]3[C@H:29]([CH3:52])[C@@H:30]4[C@@H:47]([C@H:48]([OH:50])[CH3:49])[C:46](=[O:51])[N:31]4[C:32]=3[C:33]([O:35][CH2:36][C:37]3[CH:42]=[CH:41][C:40]([N+:43]([O-:45])=[O:44])=[CH:39][CH:38]=3)=[O:34])[CH2:24]2)[S:21][CH:22]=1)=[O:17])[CH2:11][CH:12]([CH3:14])[CH3:13])(C(C)(C)C)(C)C.C(O)(=O)C.[F-].C([N+](CCCC)(CCCC)CCCC)CCC, predict the reaction product. The product is: [OH:8][CH2:9][C@@H:10]([NH:15][C:16]([C:18]1[N:19]=[C:20]([N:23]2[CH2:24][CH:25]([S:27][C:28]3[C@H:29]([CH3:52])[C@@H:30]4[C@@H:47]([C@H:48]([OH:50])[CH3:49])[C:46](=[O:51])[N:31]4[C:32]=3[C:33]([O:35][CH2:36][C:37]3[CH:38]=[CH:39][C:40]([N+:43]([O-:45])=[O:44])=[CH:41][CH:42]=3)=[O:34])[CH2:26]2)[S:21][CH:22]=1)=[O:17])[CH2:11][CH:12]([CH3:13])[CH3:14]. (8) Given the reactants Cl[C:2]1[C:3]([C:9]([OH:11])=O)=[N:4][C:5](Cl)=[CH:6][CH:7]=1.[NH2:12][C:13]1[S:14][C:15]([CH3:19])=[C:16]([CH3:18])[N:17]=1.[CH3:20][O:21][C:22]1[CH:27]=[CH:26][C:25]([SH:28])=[CH:24][CH:23]=1.[SH:29][C:30]1[N:34]=[CH:33][NH:32][N:31]=1, predict the reaction product. The product is: [CH3:20][O:21][C:22]1[CH:27]=[CH:26][C:25]([S:28][C:2]2[C:3]([C:9]([NH:12][C:13]3[S:14][C:15]([CH3:19])=[C:16]([CH3:18])[N:17]=3)=[O:11])=[N:4][C:5]([S:29][C:30]3[NH:34][CH:33]=[N:32][N:31]=3)=[CH:6][CH:7]=2)=[CH:24][CH:23]=1.